Dataset: Full USPTO retrosynthesis dataset with 1.9M reactions from patents (1976-2016). Task: Predict the reactants needed to synthesize the given product. (1) The reactants are: [CH2:1]([N:3]([CH2:6][C:7]1[CH:12]=[CH:11][C:10]([NH2:13])=[CH:9][CH:8]=1)[CH2:4][CH3:5])[CH3:2].[Cl:14][C:15]1[CH:20]=[C:19]([C:21]([F:24])([F:23])[F:22])[CH:18]=[CH:17][C:16]=1[C:25]#[C:26][C:27](O)=[O:28]. Given the product [CH2:1]([N:3]([CH2:6][C:7]1[CH:8]=[CH:9][C:10]([NH:13][C:27](=[O:28])[C:26]#[C:25][C:16]2[CH:17]=[CH:18][C:19]([C:21]([F:23])([F:22])[F:24])=[CH:20][C:15]=2[Cl:14])=[CH:11][CH:12]=1)[CH2:4][CH3:5])[CH3:2], predict the reactants needed to synthesize it. (2) Given the product [N:5]1[CH:4]=[CH:3][CH:2]=[CH:9][C:10]=1[C:3]1[CH:4]=[N:5][CH:6]=[CH:7][CH:2]=1, predict the reactants needed to synthesize it. The reactants are: Cl[C:2]1[CH:7]=[CH:6][N:5]=[C:4]2N[CH:9]=[CH:10][C:3]=12.[OH-].[Na+].CO.C(=O)=O. (3) The reactants are: [CH3:1][C:2]1[CH:7]=[C:6]([CH3:8])[N:5]=[C:4]([NH:9][C:10]([C:12]2[C:16]3[N:17]=[C:18](Cl)[N:19]=[CH:20][C:15]=3[S:14][CH:13]=2)=[O:11])[CH:3]=1.[NH2:22][C@@H:23]1[CH2:28][CH2:27][O:26][CH2:25][C@@H:24]1[NH:29][C:30](=[O:36])[O:31][C:32]([CH3:35])([CH3:34])[CH3:33].C(N(C(C)C)CC)(C)C. Given the product [C:32]([O:31][C:30](=[O:36])[NH:29][C@@H:24]1[C@H:23]([NH:22][C:18]2[N:19]=[CH:20][C:15]3[S:14][CH:13]=[C:12]([C:10](=[O:11])[NH:9][C:4]4[CH:3]=[C:2]([CH3:1])[CH:7]=[C:6]([CH3:8])[N:5]=4)[C:16]=3[N:17]=2)[CH2:28][CH2:27][O:26][CH2:25]1)([CH3:35])([CH3:33])[CH3:34], predict the reactants needed to synthesize it. (4) The reactants are: [CH3:1][C:2]([CH3:12])=[CH:3][C:4](=O)[CH2:5][C:6]([O:8]CC)=[O:7].[N:13]([C:16]1[CH:26]=[CH:25][C:19]([C:20]([NH:22][CH2:23][CH3:24])=[O:21])=[CH:18][CH:17]=1)=[N+:14]=[N-:15].[O-]CC.[Na+]. Given the product [CH2:23]([NH:22][C:20]([C:19]1[CH:25]=[CH:26][C:16]([N:13]2[C:4]([CH:3]=[C:2]([CH3:1])[CH3:12])=[C:5]([C:6]([OH:8])=[O:7])[N:15]=[N:14]2)=[CH:17][CH:18]=1)=[O:21])[CH3:24], predict the reactants needed to synthesize it. (5) Given the product [F:8][C:7]1[C:6]([N:5]([CH3:4])[S:29]([CH2:28][C:22]2[CH:27]=[CH:26][CH:25]=[CH:24][CH:23]=2)(=[O:31])=[O:30])=[N:12][C:11](=[O:17])[N:3]([CH3:33])[CH:2]=1, predict the reactants needed to synthesize it. The reactants are: N[C:2]1[C:7]([F:8])=[CH:6][N:5]=[C:4](O)[N:3]=1.C/[C:11](/[O:17][Si](C)(C)C)=[N:12]\[Si](C)(C)C.[C:22]1([CH2:28][S:29](Cl)(=[O:31])=[O:30])[CH:27]=[CH:26][CH:25]=[CH:24][CH:23]=1.[C:33](#N)C. (6) Given the product [O:32]=[C:27]1[NH:28][C:29](=[O:31])[C:30](=[CH:1][C:3]2[CH:4]=[CH:5][C:6]([C:9]3[CH:14]=[CH:13][CH:12]=[C:11]([CH2:15][N:16]([CH3:25])[C:17](=[O:24])[C:18]4[CH:19]=[CH:20][CH:21]=[CH:22][CH:23]=4)[CH:10]=3)=[CH:7][CH:8]=2)[S:26]1, predict the reactants needed to synthesize it. The reactants are: [CH:1]([C:3]1[CH:8]=[CH:7][C:6]([C:9]2[CH:14]=[CH:13][CH:12]=[C:11]([CH2:15][N:16]([CH3:25])[C:17](=[O:24])[C:18]3[CH:23]=[CH:22][CH:21]=[CH:20][CH:19]=3)[CH:10]=2)=[CH:5][CH:4]=1)=O.[S:26]1[CH2:30][C:29](=[O:31])[NH:28][C:27]1=[O:32].C(O)(=O)C.N1CCCCC1.C1(C)C=CC=CC=1.